Predict the reaction yield, written as a fraction of the theoretical maximum amount of product (1.0 means a 100% yield; for example, 0.34 means a 34% yield). From a dataset of Reaction yield outcomes from USPTO patents with 853,638 reactions. The reactants are Br[C:2]1[CH:3]=[C:4]([NH:10][C:11]2[CH:16]=[CH:15][C:14]([N:17]3[CH2:22][CH2:21][N:20]([CH3:23])[C@H:19]([CH3:24])[CH2:18]3)=[CH:13][N:12]=2)[C:5](=[O:9])[N:6]([CH3:8])[CH:7]=1.[C:25]([O:28][CH2:29][C:30]1[C:35](B2OC(C)(C)C(C)(C)O2)=[CH:34][C:33]([F:45])=[CH:32][C:31]=1[N:46]1[CH2:58][CH2:57][N:49]2[C:50]3[CH2:51][CH2:52][CH2:53][CH2:54][C:55]=3[CH:56]=[C:48]2[C:47]1=[O:59])(=[O:27])[CH3:26].CC([O-])=O.[Na+].[O-]P([O-])([O-])=O.[K+].[K+].[K+]. The catalyst is C1C=CC(P(C2C=CC=CC=2)[C-]2C=CC=C2)=CC=1.C1C=CC(P(C2C=CC=CC=2)[C-]2C=CC=C2)=CC=1.Cl[Pd]Cl.[Fe+2].O1CCOCC1. The product is [C:25]([O:28][CH2:29][C:30]1[C:31]([N:46]2[CH2:58][CH2:57][N:49]3[C:50]4[CH2:51][CH2:52][CH2:53][CH2:54][C:55]=4[CH:56]=[C:48]3[C:47]2=[O:59])=[CH:32][C:33]([F:45])=[CH:34][C:35]=1[C:2]1[CH:3]=[C:4]([NH:10][C:11]2[CH:16]=[CH:15][C:14]([N:17]3[CH2:22][CH2:21][N:20]([CH3:23])[C@H:19]([CH3:24])[CH2:18]3)=[CH:13][N:12]=2)[C:5](=[O:9])[N:6]([CH3:8])[CH:7]=1)(=[O:27])[CH3:26]. The yield is 0.580.